From a dataset of Full USPTO retrosynthesis dataset with 1.9M reactions from patents (1976-2016). Predict the reactants needed to synthesize the given product. Given the product [Cl:22][C:15]1[C:16]([F:21])=[CH:17][CH:18]=[C:19]([Cl:20])[C:14]=1[C@H:12]([O:11][C:10]1[C:5]2[O:4][CH:3]=[C:2]([C:49]3[CH:48]=[CH:47][CH:46]=[CH:45][N:50]=3)[C:6]=2[CH:7]=[N:8][C:9]=1[NH2:23])[CH3:13], predict the reactants needed to synthesize it. The reactants are: Br[C:2]1[C:6]2[CH:7]=[N:8][C:9]([NH2:23])=[C:10]([O:11][C@@H:12]([C:14]3[C:19]([Cl:20])=[CH:18][CH:17]=[C:16]([F:21])[C:15]=3[Cl:22])[CH3:13])[C:5]=2[O:4][CH:3]=1.[F-].[K+].O1CCOCC1.CCCC[Sn]([C:45]1[N:50]=[CH:49][CH:48]=[CH:47][CH:46]=1)(CCCC)CCCC.